Regression. Given a peptide amino acid sequence and an MHC pseudo amino acid sequence, predict their binding affinity value. This is MHC class II binding data. From a dataset of Peptide-MHC class II binding affinity with 134,281 pairs from IEDB. The peptide sequence is LVSQALNSVANRS. The MHC is DRB1_0401 with pseudo-sequence DRB1_0401. The binding affinity (normalized) is 0.0728.